This data is from Catalyst prediction with 721,799 reactions and 888 catalyst types from USPTO. The task is: Predict which catalyst facilitates the given reaction. (1) Reactant: S(=O)(=O)(O)O.[CH3:6][S:7][C:8]1[CH:9]=[CH:10][CH:11]=[C:12]2[C:19]=1[C:15]1=[N:16][O:17][CH2:18][CH:14]1[CH2:13]2.[Br:20]Br. Product: [Br:20][C:11]1[CH:10]=[CH:9][C:8]([S:7][CH3:6])=[C:19]2[C:12]=1[CH2:13][CH:14]1[CH2:18][O:17][N:16]=[C:15]12. The catalyst class is: 6. (2) Reactant: C([O-])([O-])=O.[K+].[K+].[I:7]I.[NH:9]([C:16]1[N:17]([C:29]2[CH:34]=[CH:33][CH:32]=[CH:31][CH:30]=2)[C:18]2[C:23]([C:24](=[O:26])[CH:25]=1)=[C:22]([CH3:27])[CH:21]=[C:20]([Cl:28])[N:19]=2)[C:10]1[CH:15]=[CH:14][CH:13]=[CH:12][CH:11]=1.[O-]S([O-])(=S)=O.[Na+].[Na+]. Product: [NH:9]([C:16]1[N:17]([C:29]2[CH:34]=[CH:33][CH:32]=[CH:31][CH:30]=2)[C:18]2[C:23]([C:24](=[O:26])[C:25]=1[I:7])=[C:22]([CH3:27])[CH:21]=[C:20]([Cl:28])[N:19]=2)[C:10]1[CH:15]=[CH:14][CH:13]=[CH:12][CH:11]=1. The catalyst class is: 3.